From a dataset of Acute oral toxicity (LD50) regression data from Zhu et al.. Regression/Classification. Given a drug SMILES string, predict its toxicity properties. Task type varies by dataset: regression for continuous values (e.g., LD50, hERG inhibition percentage) or binary classification for toxic/non-toxic outcomes (e.g., AMES mutagenicity, cardiotoxicity, hepatotoxicity). Dataset: ld50_zhu. The drug is NCCCCCCN. The rat oral LD50 is 2.19, given as -log10 of the dose in mol/kg body weight (higher means more acutely toxic).